Task: Predict the reaction yield, written as a fraction of the theoretical maximum amount of product (1.0 means a 100% yield; for example, 0.34 means a 34% yield).. Dataset: Reaction yield outcomes from USPTO patents with 853,638 reactions (1) The yield is 0.900. The reactants are [CH3:1][N:2]([CH2:45][CH2:46][N:47]1[CH2:51][CH2:50][CH2:49][C@H:48]1[C:52]([O:54]C(C)(C)C)=[O:53])[C:3](=[O:44])[C:4]1[CH:9]=[CH:8][CH:7]=[C:6]([C:10](=[O:43])[NH:11][C:12]2[CH:17]=[CH:16][C:15]([N:18]3[CH2:23][CH2:22][CH2:21][CH2:20][CH2:19]3)=[CH:14][C:13]=2[C:24]2[CH:29]=[C:28]([C:30](=[O:42])[NH:31][C@@H:32]3[C:41]4[C:36](=[CH:37][CH:38]=[CH:39][CH:40]=4)[CH2:35][CH2:34][CH2:33]3)[CH:27]=[CH:26][N:25]=2)[CH:5]=1.C(O)(C(F)(F)F)=O. The product is [CH3:1][N:2]([CH2:45][CH2:46][N:47]1[CH2:51][CH2:50][CH2:49][C@H:48]1[C:52]([OH:54])=[O:53])[C:3](=[O:44])[C:4]1[CH:9]=[CH:8][CH:7]=[C:6]([C:10](=[O:43])[NH:11][C:12]2[CH:17]=[CH:16][C:15]([N:18]3[CH2:23][CH2:22][CH2:21][CH2:20][CH2:19]3)=[CH:14][C:13]=2[C:24]2[CH:29]=[C:28]([C:30](=[O:42])[NH:31][C@@H:32]3[C:41]4[C:36](=[CH:37][CH:38]=[CH:39][CH:40]=4)[CH2:35][CH2:34][CH2:33]3)[CH:27]=[CH:26][N:25]=2)[CH:5]=1. No catalyst specified. (2) The reactants are [CH2:1]([O:3][C:4](=[O:23])/[CH:5]=[CH:6]/[C:7]1[CH:12]=[C:11]([F:13])[C:10]([O:14][CH2:15][C:16]2[CH:21]=[CH:20][CH:19]=[CH:18][CH:17]=2)=[C:9]([F:22])[CH:8]=1)[CH3:2].[N+](=[CH2:26])=[N-].O. The catalyst is C1COCC1.C([O-])(=O)C.[Pd+2].C([O-])(=O)C. The product is [CH2:1]([O:3][C:4]([CH:5]1[CH2:26][CH:6]1[C:7]1[CH:12]=[C:11]([F:13])[C:10]([O:14][CH2:15][C:16]2[CH:21]=[CH:20][CH:19]=[CH:18][CH:17]=2)=[C:9]([F:22])[CH:8]=1)=[O:23])[CH3:2]. The yield is 0.870. (3) The reactants are [Cl:1][C:2]1[C:7]2[N:8]=[C:9]([CH3:11])[S:10][C:6]=2[CH:5]=[CH:4][C:3]=1[NH2:12].[C:13](Cl)(=[O:22])[C:14]1[CH:19]=[CH:18][CH:17]=[C:16]([O:20][CH3:21])[CH:15]=1.C(N(CC)CC)C. The catalyst is C1COCC1. The product is [Cl:1][C:2]1[C:7]2[N:8]=[C:9]([CH3:11])[S:10][C:6]=2[CH:5]=[CH:4][C:3]=1[NH:12][C:13](=[O:22])[C:14]1[CH:19]=[CH:18][CH:17]=[C:16]([O:20][CH3:21])[CH:15]=1. The yield is 0.840. (4) The reactants are [Cl:1][C:2]1[CH:7]=[CH:6][C:5]([CH2:8][CH2:9][C:10]([NH:12][CH3:13])=[O:11])=[CH:4][C:3]=1[CH:14]=O.[CH:16]1([NH2:19])[CH2:18][CH2:17]1.[BH4-].[Na+]. The catalyst is CO. The product is [Cl:1][C:2]1[CH:7]=[CH:6][C:5]([CH2:8][CH2:9][C:10]([NH:12][CH3:13])=[O:11])=[CH:4][C:3]=1[CH2:14][NH:19][CH:16]1[CH2:18][CH2:17]1. The yield is 0.750. (5) The reactants are [CH2:1]([O:8][C@H:9]1[CH2:13][NH:12][C@H:11]([CH:14]([CH3:16])[CH3:15])[CH2:10]1)[C:2]1[CH:7]=[CH:6][CH:5]=[CH:4][CH:3]=1.[F:17][C:18]([F:33])([F:32])[C:19]1[CH:20]=[C:21]([CH:29]=[CH:30][CH:31]=1)[C:22]([NH:24][CH2:25][C:26](O)=[O:27])=[O:23].C(Cl)CCl. The catalyst is ClCCl. The product is [CH2:1]([O:8][C@H:9]1[CH2:13][N:12]([C:26](=[O:27])[CH2:25][NH:24][C:22](=[O:23])[C:21]2[CH:29]=[CH:30][CH:31]=[C:19]([C:18]([F:17])([F:33])[F:32])[CH:20]=2)[C@H:11]([CH:14]([CH3:16])[CH3:15])[CH2:10]1)[C:2]1[CH:3]=[CH:4][CH:5]=[CH:6][CH:7]=1. The yield is 0.790. (6) The catalyst is CO. The product is [F:1][C:2]1[C:3]([CH3:28])=[C:4]([C:8]2([C:24]([OH:26])=[O:25])[CH2:9][CH:10]=[C:11]([C:14]3[CH:15]=[C:16]4[C:21](=[CH:22][CH:23]=3)[N:20]=[CH:19][CH:18]=[N:17]4)[CH2:12][CH2:13]2)[CH:5]=[CH:6][CH:7]=1. The reactants are [F:1][C:2]1[C:3]([CH3:28])=[C:4]([C:8]2([C:24]([O:26]C)=[O:25])[CH2:13][CH:12]=[C:11]([C:14]3[CH:15]=[C:16]4[C:21](=[CH:22][CH:23]=3)[N:20]=[CH:19][CH:18]=[N:17]4)[CH2:10][CH2:9]2)[CH:5]=[CH:6][CH:7]=1.[OH-].[Na+]. The yield is 0.690. (7) The reactants are [CH2:1]([C:3]1[NH:13][C:6]2=[N:7][C:8]([CH3:12])=[CH:9][C:10]([CH3:11])=[C:5]2[N:4]=1)[CH3:2].[OH2:14].[OH-:15].[Li+].O.C[N:19]([CH:21]=O)C. No catalyst specified. The product is [CH2:1]([C:3]1[N:13]([CH2:11][C:10]2[CH:9]=[CH:8][C:21]([N+:19]([O-:15])=[O:14])=[CH:6][CH:5]=2)[C:6]2=[N:7][C:8]([CH3:12])=[CH:9][C:10]([CH3:11])=[C:5]2[N:4]=1)[CH3:2]. The yield is 0.791. (8) The product is [NH2:1][C:2]1[C:11]2[C:6](=[C:7]([C:21]3[CH:26]=[CH:25][CH:24]=[CH:23][CH:22]=3)[C:8]([O:12][CH3:13])=[CH:9][CH:10]=2)[N:5]=[N:4][C:3]=1[C:15]([NH:17][CH2:18][CH2:19][CH3:20])=[O:16]. No catalyst specified. The reactants are [NH2:1][C:2]1[C:11]2[C:6](=[C:7](I)[C:8]([O:12][CH3:13])=[CH:9][CH:10]=2)[N:5]=[N:4][C:3]=1[C:15]([NH:17][CH2:18][CH2:19][CH3:20])=[O:16].[C:21]1(B(O)O)[CH:26]=[CH:25][CH:24]=[CH:23][CH:22]=1. The yield is 0.520. (9) The reactants are [Cl:1][C:2]1[CH:11]=[CH:10][C:9](I)=[CH:8][C:3]=1[C:4]([O:6][CH3:7])=[O:5].C(=O)([O-])[O-].[Cs+].[Cs+].[CH3:19][N:20]([CH3:27])[CH:21]1[CH2:26][CH2:25][NH:24][CH2:23][CH2:22]1. The catalyst is O1CCOCC1.C([O-])(=O)C.[Pd+2].C([O-])(=O)C.C1C=CC(P(C2C(C3C(P(C4C=CC=CC=4)C4C=CC=CC=4)=CC=C4C=3C=CC=C4)=C3C(C=CC=C3)=CC=2)C2C=CC=CC=2)=CC=1. The product is [Cl:1][C:2]1[CH:11]=[CH:10][C:9]([N:24]2[CH2:25][CH2:26][CH:21]([N:20]([CH3:27])[CH3:19])[CH2:22][CH2:23]2)=[CH:8][C:3]=1[C:4]([O:6][CH3:7])=[O:5]. The yield is 0.683.